Dataset: Forward reaction prediction with 1.9M reactions from USPTO patents (1976-2016). Task: Predict the product of the given reaction. (1) Given the reactants O[C@@:2]12[CH2:22][CH2:21][CH:20]3[C:12]([C@@H:13]([C:28]4[CH:33]=[CH:32][C:31]([N:34](C)[C:35](=O)OC(C)(C)C)=[CH:30][CH:29]=4)[CH2:14][C@@:15]4([CH3:27])[CH:19]3[CH2:18][CH2:17][C@@:16]4([OH:26])[C:23]#[C:24][CH3:25])=[C:11]1[CH2:10][CH2:9][C:4]1(OCC[O:5]1)[CH2:3]2.CC1C=CC(S(O)(=O)=O)=CC=1.O.C(Cl)Cl.C1COCC1.C([O-])(O)=O.[Na+], predict the reaction product. The product is: [OH:26][C@:16]1([C:23]#[C:24][CH3:25])[CH2:17][CH2:18][C@H:19]2[C@H:20]3[C:12]([C@@H:13]([C:28]4[CH:29]=[CH:30][C:31]([NH:34][CH3:35])=[CH:32][CH:33]=4)[CH2:14][C@:15]12[CH3:27])=[C:11]1[C:2](=[CH:3][C:4](=[O:5])[CH2:9][CH2:10]1)[CH2:22][CH2:21]3. (2) Given the reactants P(Cl)(Cl)(Cl)=O.CN([CH:9]=[O:10])C.[CH3:11][C:12](=[N:17][NH:18][C:19](N)=O)[C:13]([CH3:16])([CH3:15])[CH3:14].[OH-].[Na+], predict the reaction product. The product is: [C:13]([C:12]1[C:11]([CH:9]=[O:10])=[CH:19][NH:18][N:17]=1)([CH3:16])([CH3:15])[CH3:14]. (3) Given the reactants [N+:1]([C:4]([C:11]1[CH:20]=[CH:19][C:18]2[C:13](=[CH:14][CH:15]=[C:16]([O:21][C@H:22]3[CH2:27][CH2:26][C@H:25]([C:28]([F:31])([F:30])[F:29])[CH2:24][CH2:23]3)[CH:17]=2)[CH:12]=1)([CH3:10])[CH2:5][CH2:6][C:7]([OH:9])=[O:8])([O-:3])=[O:2].COC(=O)CCC([N+]([O-])=O)(C1C=CC2C(=CC=C(O[C@H]3CC[C@@H](C(F)(F)F)CC3)C=2)C=1)C, predict the reaction product. The product is: [N+:1]([C:4]([C:11]1[CH:20]=[CH:19][C:18]2[C:13](=[CH:14][CH:15]=[C:16]([O:21][C@H:22]3[CH2:23][CH2:24][C@@H:25]([C:28]([F:29])([F:30])[F:31])[CH2:26][CH2:27]3)[CH:17]=2)[CH:12]=1)([CH3:10])[CH2:5][CH2:6][C:7]([OH:9])=[O:8])([O-:3])=[O:2].